This data is from Reaction yield outcomes from USPTO patents with 853,638 reactions. The task is: Predict the reaction yield, written as a fraction of the theoretical maximum amount of product (1.0 means a 100% yield; for example, 0.34 means a 34% yield). The catalyst is CN(C=O)C.O.CCOC(C)=O. The reactants are [CH2:1]([O:8][C:9]1[CH:10]=[N:11][CH:12]=[C:13]([O:17][CH2:18][C:19]2[CH:24]=[CH:23][CH:22]=[CH:21][CH:20]=2)[C:14]=1[CH2:15][OH:16])[C:2]1[CH:7]=[CH:6][CH:5]=[CH:4][CH:3]=1.N1C=CN=C1.[CH3:30][C:31]([Si:34](Cl)([CH3:36])[CH3:35])([CH3:33])[CH3:32]. The product is [CH2:18]([O:17][C:13]1[CH:12]=[N:11][CH:10]=[C:9]([O:8][CH2:1][C:2]2[CH:3]=[CH:4][CH:5]=[CH:6][CH:7]=2)[C:14]=1[CH2:15][O:16][Si:34]([C:31]([CH3:33])([CH3:32])[CH3:30])([CH3:36])[CH3:35])[C:19]1[CH:24]=[CH:23][CH:22]=[CH:21][CH:20]=1. The yield is 0.590.